Task: Regression. Given a peptide amino acid sequence and an MHC pseudo amino acid sequence, predict their binding affinity value. This is MHC class I binding data.. Dataset: Peptide-MHC class I binding affinity with 185,985 pairs from IEDB/IMGT (1) The peptide sequence is KIIDNFEKL. The MHC is HLA-A02:06 with pseudo-sequence HLA-A02:06. The binding affinity (normalized) is 0.0912. (2) The peptide sequence is SRYFGNVRL. The MHC is HLA-A02:01 with pseudo-sequence HLA-A02:01. The binding affinity (normalized) is 0.0847. (3) The peptide sequence is SYGCPTNPF. The MHC is HLA-A02:01 with pseudo-sequence HLA-A02:01. The binding affinity (normalized) is 0.213. (4) The peptide sequence is FPRGQGVPI. The MHC is HLA-B07:02 with pseudo-sequence HLA-B07:02. The binding affinity (normalized) is 0.739. (5) The peptide sequence is KLEYLAPSY. The MHC is HLA-B08:02 with pseudo-sequence HLA-B08:02. The binding affinity (normalized) is 0.0847. (6) The peptide sequence is SLLRGLIFY. The MHC is HLA-A02:12 with pseudo-sequence HLA-A02:12. The binding affinity (normalized) is 0.0847. (7) The peptide sequence is LFCASDAKAY. The MHC is HLA-A68:01 with pseudo-sequence HLA-A68:01. The binding affinity (normalized) is 0.448.